From a dataset of Full USPTO retrosynthesis dataset with 1.9M reactions from patents (1976-2016). Predict the reactants needed to synthesize the given product. (1) Given the product [CH3:22][O:23][C:24]1[CH:25]=[C:26]([CH2:41][C:42]([N:1]2[CH2:5][CH2:4][CH2:3][C@H:2]2[CH2:6][O:7][C:8]2[CH:17]=[CH:16][C:11]([C:12]([O:14][CH3:15])=[O:13])=[CH:10][C:9]=2[C:18]([O:20][CH3:21])=[O:19])=[O:43])[CH:27]=[CH:28][C:29]=1[NH:30][C:31]([NH:33][C:34]1[CH:39]=[CH:38][CH:37]=[CH:36][C:35]=1[CH3:40])=[O:32], predict the reactants needed to synthesize it. The reactants are: [NH:1]1[CH2:5][CH2:4][CH2:3][C@H:2]1[CH2:6][O:7][C:8]1[CH:17]=[CH:16][C:11]([C:12]([O:14][CH3:15])=[O:13])=[CH:10][C:9]=1[C:18]([O:20][CH3:21])=[O:19].[CH3:22][O:23][C:24]1[CH:25]=[C:26]([CH2:41][C:42](O)=[O:43])[CH:27]=[CH:28][C:29]=1[NH:30][C:31]([NH:33][C:34]1[CH:39]=[CH:38][CH:37]=[CH:36][C:35]=1[CH3:40])=[O:32].CCN(CC)CC. (2) Given the product [CH2:3]([O:7][C:9]1[N:10]=[CH:11][N:12]=[C:13]([N:15]([CH2:24][CH3:25])[C:16]2[CH:21]=[CH:20][CH:19]=[C:18]([F:22])[C:17]=2[F:23])[CH:14]=1)[C:4]#[C:5][CH3:6], predict the reactants needed to synthesize it. The reactants are: [H-].[Na+].[CH2:3]([OH:7])[C:4]#[C:5][CH3:6].Cl[C:9]1[CH:14]=[C:13]([N:15]([CH2:24][CH3:25])[C:16]2[CH:21]=[CH:20][CH:19]=[C:18]([F:22])[C:17]=2[F:23])[N:12]=[CH:11][N:10]=1.[Cl-].[NH4+]. (3) Given the product [Si:26]([O:25][CH:6]1[C:5]2[C:22](=[CH:23][CH:24]=[C:3]([C:2]3[NH:1][C:35](=[O:36])[O:34][N:33]=3)[CH:4]=2)[O:21][C:8]2([CH2:9][CH2:10][N:11]([C:14]([O:16][C:17]([CH3:20])([CH3:18])[CH3:19])=[O:15])[CH2:12][CH2:13]2)[CH2:7]1)([C:29]([CH3:30])([CH3:32])[CH3:31])([CH3:28])[CH3:27], predict the reactants needed to synthesize it. The reactants are: [NH2:1][C:2](=[N:33][O:34][C:35](OCC(CC)CCCC)=[O:36])[C:3]1[CH:4]=[C:5]2[C:22](=[CH:23][CH:24]=1)[O:21][C:8]1([CH2:13][CH2:12][N:11]([C:14]([O:16][C:17]([CH3:20])([CH3:19])[CH3:18])=[O:15])[CH2:10][CH2:9]1)[CH2:7][CH:6]2[O:25][Si:26]([C:29]([CH3:32])([CH3:31])[CH3:30])([CH3:28])[CH3:27]. (4) Given the product [F:1][C:2]([F:7])([F:6])[C:3]([OH:5])=[O:4].[Br:8][C:9]1[CH:10]=[CH:11][C:12]([C:13]([N:15]2[CH2:16][CH2:17][NH:18][CH2:19][CH2:20]2)=[O:14])=[CH:28][CH:29]=1, predict the reactants needed to synthesize it. The reactants are: [F:1][C:2]([F:7])([F:6])[C:3]([OH:5])=[O:4].[Br:8][C:9]1[CH:29]=[CH:28][C:12]([C:13]([N:15]2[CH2:20][CH2:19][N:18](C(OC(C)(C)C)=O)[CH2:17][CH2:16]2)=[O:14])=[CH:11][CH:10]=1. (5) Given the product [NH2:1][C:2]1[N:3]=[C:4]([C:20]2[O:21][CH:22]=[CH:23][CH:24]=2)[C:5]([C:13]2[CH:14]=[CH:15][C:16](=[O:19])[N:17]([CH2:26][CH2:27][F:28])[CH:18]=2)=[C:6]([C:8]2[O:9][CH:10]=[CH:11][CH:12]=2)[N:7]=1, predict the reactants needed to synthesize it. The reactants are: [NH2:1][C:2]1[N:7]=[C:6]([C:8]2[O:9][CH:10]=[CH:11][CH:12]=2)[C:5]([C:13]2[CH:14]=[CH:15][C:16](=[O:19])[NH:17][CH:18]=2)=[C:4]([C:20]2[O:21][CH:22]=[CH:23][CH:24]=2)[N:3]=1.I[CH2:26][CH2:27][F:28]. (6) The reactants are: F[C:2]1[N:7]=[C:6]([N:8]2[C:16]3[CH:15]=[C:14]([C:17]4[CH:18]=[N:19][CH:20]=[C:21]([CH:23]5[CH2:26][O:25][CH2:24]5)[CH:22]=4)[N:13]=[CH:12][C:11]=3[CH:10]=[N:9]2)[CH:5]=[CH:4][CH:3]=1.[NH:27]1[CH2:33][CH:32]([OH:34])[CH2:31][NH:30][CH2:29][CH2:28]1. Given the product [O:25]1[CH2:26][CH:23]([C:21]2[CH:22]=[C:17]([C:14]3[N:13]=[CH:12][C:11]4[CH:10]=[N:9][N:8]([C:6]5[N:7]=[C:2]([N:27]6[CH2:33][CH:32]([OH:34])[CH2:31][NH:30][CH2:29][CH2:28]6)[CH:3]=[CH:4][CH:5]=5)[C:16]=4[CH:15]=3)[CH:18]=[N:19][CH:20]=2)[CH2:24]1, predict the reactants needed to synthesize it. (7) Given the product [Cl:1][C:2]1[CH:3]=[C:4]([F:31])[C:5]2[N:11]3[CH:12]=[CH:13][CH:14]=[C:10]3[CH:9]([CH2:15][C:16]([OH:18])=[O:17])[O:8][CH:7]([C:20]3[CH:25]=[CH:24][CH:23]=[C:22]([O:26][CH3:27])[C:21]=3[O:28][CH3:29])[C:6]=2[CH:30]=1, predict the reactants needed to synthesize it. The reactants are: [Cl:1][C:2]1[CH:3]=[C:4]([F:31])[C:5]2[N:11]3[CH:12]=[CH:13][CH:14]=[C:10]3[CH:9]([CH2:15][C:16]([O:18]C)=[O:17])[O:8][CH:7]([C:20]3[CH:25]=[CH:24][CH:23]=[C:22]([O:26][CH3:27])[C:21]=3[O:28][CH3:29])[C:6]=2[CH:30]=1.C(=O)([O-])[O-].[K+].[K+].Cl. (8) Given the product [CH3:13][O:12][C:6]1[CH:7]=[CH:8][CH:9]=[C:10]([CH3:11])[C:5]=1[C:4]([OH:14])=[O:3], predict the reactants needed to synthesize it. The reactants are: C([O:3][C:4](=[O:14])[C:5]1[C:10]([CH3:11])=[CH:9][CH:8]=[CH:7][C:6]=1[O:12][CH3:13])C.[OH-].[Na+]. (9) Given the product [ClH:26].[F:1][C:2]1[CH:22]=[CH:21][C:20]([F:23])=[CH:19][C:3]=1[O:4][CH2:5][C@H:6]([NH2:8])[CH3:7], predict the reactants needed to synthesize it. The reactants are: [F:1][C:2]1[CH:22]=[CH:21][C:20]([F:23])=[CH:19][C:3]=1[O:4][CH2:5][C@H:6]([N:8]1C(=O)C2C(=CC=CC=2)C1=O)[CH3:7].NN.[ClH:26]. (10) Given the product [C:16]1([N:22]2[C:4]([NH2:5])=[CH:3][C:2]([C:6]3([C:9]([F:10])([F:11])[F:12])[CH2:8][CH2:7]3)=[N:23]2)[CH:21]=[CH:20][CH:19]=[CH:18][CH:17]=1, predict the reactants needed to synthesize it. The reactants are: O=[C:2]([C:6]1([C:9]([F:12])([F:11])[F:10])[CH2:8][CH2:7]1)[CH2:3][C:4]#[N:5].[OH-].[Na+].Cl.[C:16]1([NH:22][NH2:23])[CH:21]=[CH:20][CH:19]=[CH:18][CH:17]=1.